From a dataset of Full USPTO retrosynthesis dataset with 1.9M reactions from patents (1976-2016). Predict the reactants needed to synthesize the given product. (1) Given the product [CH3:1][O:2][C:3]([C:5]1[CH:10]=[C:9]([C:11]2[CH:16]=[C:15]([O:17][CH3:18])[CH:14]=[CH:13][C:12]=2[F:19])[C:8]([CH:21]2[CH2:23][CH2:22]2)=[CH:7][CH:6]=1)=[O:4], predict the reactants needed to synthesize it. The reactants are: [CH3:1][O:2][C:3]([C:5]1[CH:6]=[C:7](Cl)[CH:8]=[C:9]([C:11]2[CH:16]=[C:15]([O:17][CH3:18])[CH:14]=[CH:13][C:12]=2[F:19])[CH:10]=1)=[O:4].[CH:21]1(B(O)O)[CH2:23][CH2:22]1.C1(P(C2CCCCC2)C2C=CC=CC=2C2C(OC)=CC=CC=2OC)CCCCC1.[O-]P([O-])([O-])=O.[K+].[K+].[K+]. (2) Given the product [C:25]1([C:23]2[O:24][C:20]3[CH:19]=[CH:18][C:17]([CH2:16][O:15][C:13]([NH:12][C@H:4]([CH2:5][C:6]4[CH:7]=[CH:8][CH:9]=[CH:10][CH:11]=4)[C:3]([OH:32])=[O:2])=[O:14])=[CH:31][C:21]=3[N:22]=2)[CH:26]=[CH:27][CH:28]=[CH:29][CH:30]=1, predict the reactants needed to synthesize it. The reactants are: C[O:2][C:3](=[O:32])[C@H:4]([NH:12][C:13]([O:15][CH2:16][C:17]1[CH:18]=[CH:19][C:20]2[O:24][C:23]([C:25]3[CH:30]=[CH:29][CH:28]=[CH:27][CH:26]=3)=[N:22][C:21]=2[CH:31]=1)=[O:14])[CH2:5][C:6]1[CH:11]=[CH:10][CH:9]=[CH:8][CH:7]=1.O.[OH-].[Li+].Cl. (3) Given the product [CH:13]1([CH2:16][N:17]2[C:18](=[O:32])[C:19]3[C:20](=[CH:21][CH:22]=[C:23]([N+:25]([O-:27])=[O:26])[CH:24]=3)[N:28]([CH:29]([CH3:31])[CH3:30])[C:5]2=[O:11])[CH2:15][CH2:14]1, predict the reactants needed to synthesize it. The reactants are: ClC(Cl)(O[C:5](=[O:11])OC(Cl)(Cl)Cl)Cl.[CH:13]1([CH2:16][NH:17][C:18](=[O:32])[C:19]2[CH:24]=[C:23]([N+:25]([O-:27])=[O:26])[CH:22]=[CH:21][C:20]=2[NH:28][CH:29]([CH3:31])[CH3:30])[CH2:15][CH2:14]1.C(=O)([O-])O.[Na+].